Dataset: Forward reaction prediction with 1.9M reactions from USPTO patents (1976-2016). Task: Predict the product of the given reaction. (1) Given the reactants Cl.[Br:2][C:3]1[CH:4]=[C:5]([OH:12])[C:6]2[N:7]([CH:9]=[CH:10][N:11]=2)[CH:8]=1.C([O-])([O-])=O.[Cs+].[Cs+].[CH2:19](Br)[CH3:20].CCOC(C)=O.CCCCCCC, predict the reaction product. The product is: [Br:2][C:3]1[CH:4]=[C:5]([O:12][CH2:19][CH3:20])[C:6]2[N:7]([CH:9]=[CH:10][N:11]=2)[CH:8]=1. (2) Given the reactants C(OC(=O)[NH:7][C:8]1[CH:13]=[C:12]([O:14][C:15]2[S:16][C:17]3[CH:23]=[CH:22][C:21]([Cl:24])=[CH:20][C:18]=3[N:19]=2)[CH:11]=[C:10]([Cl:25])[CH:9]=1)(C)(C)C.FC(F)(F)C(O)=O, predict the reaction product. The product is: [Cl:25][C:10]1[CH:9]=[C:8]([NH2:7])[CH:13]=[C:12]([O:14][C:15]2[S:16][C:17]3[CH:23]=[CH:22][C:21]([Cl:24])=[CH:20][C:18]=3[N:19]=2)[CH:11]=1. (3) Given the reactants [Cl:1][C:2]1[CH:3]=[CH:4][C:5]2[N:6]([C:8]([CH:11]=[O:12])=[CH:9][N:10]=2)[N:7]=1.CC(=CC)C.Cl([O-])=[O:19].[Na+], predict the reaction product. The product is: [Cl:1][C:2]1[CH:3]=[CH:4][C:5]2[N:6]([C:8]([C:11]([OH:19])=[O:12])=[CH:9][N:10]=2)[N:7]=1. (4) Given the reactants Br[CH:2]([C:4]1[N:13]([C:14]2[CH:19]=[CH:18][CH:17]=[CH:16][C:15]=2[O:20][CH2:21][CH3:22])[C:12](=[O:23])[C:11]2[C:6](=[CH:7][CH:8]=[CH:9][CH:10]=2)[N:5]=1)[CH3:3].[NH:24]1[CH2:29][CH2:28][NH:27][CH2:26][CH2:25]1, predict the reaction product. The product is: [CH2:21]([O:20][C:15]1[CH:16]=[CH:17][CH:18]=[CH:19][C:14]=1[N:13]1[C:12](=[O:23])[C:11]2[C:6](=[CH:7][CH:8]=[CH:9][CH:10]=2)[N:5]=[C:4]1[CH:2]([N:24]1[CH2:29][CH2:28][NH:27][CH2:26][CH2:25]1)[CH3:3])[CH3:22]. (5) Given the reactants [CH2:1]([O:3][C:4]([C@@H:6]1[CH2:10][C@H:9](OS(C)(=O)=O)[CH2:8][C@H:7]1[C:16]([N:18]1[CH2:22][CH2:21][C:20]([F:24])([F:23])[CH2:19]1)=[O:17])=[O:5])[CH3:2].[SH:25][C:26]1[N:27]=[N:28][C:29]([CH3:32])=[CH:30][CH:31]=1, predict the reaction product. The product is: [CH2:1]([O:3][C:4]([C@@H:6]1[CH2:10][C@@H:9]([S:25][C:26]2[N:27]=[N:28][C:29]([CH3:32])=[CH:30][CH:31]=2)[CH2:8][C@H:7]1[C:16]([N:18]1[CH2:22][CH2:21][C:20]([F:23])([F:24])[CH2:19]1)=[O:17])=[O:5])[CH3:2]. (6) Given the reactants [CH2:1]([O:7][C:8]([NH:10][C@@H:11]([C:15]([CH3:18])([CH3:17])[CH3:16])[C:12]([OH:14])=O)=[O:9])[CH2:2][CH2:3][CH2:4][CH:5]=[CH2:6].CCN(C(C)C)C(C)C.CN(C(ON1N=NC2C=CC=NC1=2)=[N+](C)C)C.F[P-](F)(F)(F)(F)F.[CH3:52][N:53]([CH3:77])[C:54]1[CH:55]=[C:56]2[C:61](=[CH:62][C:63]=1[CH:64]=[CH2:65])[CH:60]=[C:59]([C@@:66]1([O:75][CH3:76])[CH2:70][NH:69][C@H:68]([C:71]([O:73][CH3:74])=[O:72])[CH2:67]1)[CH:58]=[CH:57]2, predict the reaction product. The product is: [CH3:77][N:53]([CH3:52])[C:54]1[CH:55]=[C:56]2[C:61](=[CH:62][C:63]=1[CH:64]=[CH2:65])[CH:60]=[C:59]([C@@:66]1([O:75][CH3:76])[CH2:70][N:69]([C:12](=[O:14])[C@@H:11]([NH:10][C:8]([O:7][CH2:1][CH2:2][CH2:3][CH2:4][CH:5]=[CH2:6])=[O:9])[C:15]([CH3:18])([CH3:17])[CH3:16])[C@H:68]([C:71]([O:73][CH3:74])=[O:72])[CH2:67]1)[CH:58]=[CH:57]2.